From a dataset of Reaction yield outcomes from USPTO patents with 853,638 reactions. Predict the reaction yield, written as a fraction of the theoretical maximum amount of product (1.0 means a 100% yield; for example, 0.34 means a 34% yield). (1) The reactants are [OH:1][C:2]1[C:3](=[O:13])[C:4]2[C:9]([C:10](=[O:12])[CH:11]=1)=[CH:8][CH:7]=[CH:6][CH:5]=2.[CH:14](=O)[CH2:15][CH2:16][CH3:17]. The catalyst is CS(C)=O.Cl. The product is [OH:1][C:2]1[C:3](=[O:13])[C:4]2[C:9]([C:10](=[O:12])[C:11]=1[CH:14]=[CH:15][CH2:16][CH3:17])=[CH:8][CH:7]=[CH:6][CH:5]=2. The yield is 0.386. (2) The yield is 0.850. The catalyst is C1(C)C=CC=CC=1.C(P(C(C)(C)C)C(C)(C)C)(C)(C)C. The product is [C:4]1([N:7]([C:8]2[CH:13]=[CH:12][CH:11]=[CH:10][CH:9]=2)[C:14]2[CH:19]=[CH:18][C:17]([NH:21][C:22]3[CH:27]=[CH:26][CH:25]=[CH:24][CH:23]=3)=[CH:16][CH:15]=2)[CH:5]=[CH:6][CH:1]=[CH:2][CH:3]=1. The reactants are [CH:1]1[CH:6]=[CH:5][C:4]([N:7]([C:14]2[CH:19]=[CH:18][C:17](Br)=[CH:16][CH:15]=2)[C:8]2[CH:13]=[CH:12][CH:11]=[CH:10][CH:9]=2)=[CH:3][CH:2]=1.[NH2:21][C:22]1[CH:27]=[CH:26][CH:25]=[CH:24][CH:23]=1.CC(C)([O-])C.[Na+]. (3) The reactants are [Br:1][C:2]1[CH:3]=[C:4]2[C:12](=[CH:13][CH:14]=1)[NH:11][C:10]1[CH:9]([NH2:15])[CH2:8][CH2:7][CH2:6][C:5]2=1.[C:16](Cl)(=[O:23])[C:17]1[CH:22]=[CH:21][CH:20]=[CH:19][CH:18]=1.C(N(C(C)C)CC)(C)C. The catalyst is ClCCl. The product is [Br:1][C:2]1[CH:3]=[C:4]2[C:12](=[CH:13][CH:14]=1)[NH:11][C:10]1[CH:9]([NH:15][C:16](=[O:23])[C:17]3[CH:22]=[CH:21][CH:20]=[CH:19][CH:18]=3)[CH2:8][CH2:7][CH2:6][C:5]2=1. The yield is 0.260. (4) The product is [Cl:16][C:17]1[CH:22]=[C:21]([O:9][C:4]2[CH:5]=[CH:6][C:7]([NH2:8])=[C:2]([F:1])[CH:3]=2)[CH:20]=[CH:19][N:18]=1. The catalyst is CC(N(C)C)=O. The reactants are [F:1][C:2]1[CH:3]=[C:4]([OH:9])[CH:5]=[CH:6][C:7]=1[NH2:8].CC(C)([O-])C.[K+].[Cl:16][C:17]1[CH:22]=[C:21](Cl)[CH:20]=[CH:19][N:18]=1. The yield is 0.860. (5) The reactants are [N+:1]([C:4]1[CH:5]=[N:6][N:7]([CH2:9][CH2:10][C:11]([N:13]2[CH2:18][CH2:17][CH2:16][CH2:15][CH2:14]2)=[O:12])[CH:8]=1)([O-])=O. The catalyst is CO.[Pd]. The product is [NH2:1][C:4]1[CH:5]=[N:6][N:7]([CH2:9][CH2:10][C:11]([N:13]2[CH2:18][CH2:17][CH2:16][CH2:15][CH2:14]2)=[O:12])[CH:8]=1. The yield is 1.00. (6) The reactants are [OH-].[Na+].C([O:5][C:6]([C:8]1[C:12]([CH3:13])=[C:11]([Si:14]([CH3:17])([CH3:16])[CH3:15])[NH:10][N:9]=1)=[O:7])C.Cl. The catalyst is CCO. The product is [CH3:13][C:12]1[C:8]([C:6]([OH:7])=[O:5])=[N:9][NH:10][C:11]=1[Si:14]([CH3:15])([CH3:16])[CH3:17]. The yield is 0.860. (7) The reactants are C1(OC2C=CC=CC=2)C=CC=CC=1.C(O[C:17]([C:19]([C:33](=[O:35])[CH3:34])=[CH:20][NH:21][C:22]1[CH:32]=[CH:31][C:25]([C:26]([O:28][CH2:29][CH3:30])=[O:27])=[CH:24][CH:23]=1)=[O:18])C. The catalyst is CCCCCC. The product is [C:33]([C:19]1[C:17](=[O:18])[C:23]2[C:22](=[CH:32][CH:31]=[C:25]([C:26]([O:28][CH2:29][CH3:30])=[O:27])[CH:24]=2)[NH:21][CH:20]=1)(=[O:35])[CH3:34]. The yield is 0.990.